This data is from Forward reaction prediction with 1.9M reactions from USPTO patents (1976-2016). The task is: Predict the product of the given reaction. Given the reactants [CH2:1]([O:3][C:4](=O)[CH:5]([O:17]CC)[NH:6][C:7]([O:9][CH2:10][C:11]1[CH:16]=[CH:15][CH:14]=[CH:13][CH:12]=1)=[O:8])[CH3:2].[NH3:21], predict the reaction product. The product is: [CH2:1]([O:3][CH:4]([C:5]([NH:6][C:7]([O:9][CH2:10][C:11]1[CH:16]=[CH:15][CH:14]=[CH:13][CH:12]=1)=[O:8])=[O:17])[NH2:21])[CH3:2].